From a dataset of NCI-60 drug combinations with 297,098 pairs across 59 cell lines. Regression. Given two drug SMILES strings and cell line genomic features, predict the synergy score measuring deviation from expected non-interaction effect. (1) Drug 1: C1C(C(OC1N2C=NC(=NC2=O)N)CO)O. Drug 2: CC1C(C(CC(O1)OC2CC(CC3=C2C(=C4C(=C3O)C(=O)C5=C(C4=O)C(=CC=C5)OC)O)(C(=O)CO)O)N)O.Cl. Cell line: HL-60(TB). Synergy scores: CSS=43.8, Synergy_ZIP=-2.56, Synergy_Bliss=-5.59, Synergy_Loewe=-23.3, Synergy_HSA=-2.90. (2) Drug 1: CS(=O)(=O)OCCCCOS(=O)(=O)C. Drug 2: CCN(CC)CCCC(C)NC1=C2C=C(C=CC2=NC3=C1C=CC(=C3)Cl)OC. Cell line: MCF7. Synergy scores: CSS=8.84, Synergy_ZIP=-5.05, Synergy_Bliss=0.211, Synergy_Loewe=-13.1, Synergy_HSA=-2.04. (3) Drug 1: CC12CCC3C(C1CCC2=O)CC(=C)C4=CC(=O)C=CC34C. Drug 2: C1=C(C(=O)NC(=O)N1)F. Cell line: ACHN. Synergy scores: CSS=65.8, Synergy_ZIP=4.56, Synergy_Bliss=4.82, Synergy_Loewe=8.99, Synergy_HSA=10.8. (4) Drug 1: C1CC(C1)(C(=O)O)C(=O)O.[NH2-].[NH2-].[Pt+2]. Drug 2: B(C(CC(C)C)NC(=O)C(CC1=CC=CC=C1)NC(=O)C2=NC=CN=C2)(O)O. Synergy scores: CSS=93.8, Synergy_ZIP=-0.148, Synergy_Bliss=-2.06, Synergy_Loewe=-44.2, Synergy_HSA=-2.63. Cell line: HL-60(TB). (5) Drug 1: CC(C1=C(C=CC(=C1Cl)F)Cl)OC2=C(N=CC(=C2)C3=CN(N=C3)C4CCNCC4)N. Drug 2: C1=CN(C=N1)CC(O)(P(=O)(O)O)P(=O)(O)O. Cell line: MALME-3M. Synergy scores: CSS=11.3, Synergy_ZIP=-1.88, Synergy_Bliss=4.75, Synergy_Loewe=1.58, Synergy_HSA=3.93. (6) Drug 1: CC1=CC=C(C=C1)C2=CC(=NN2C3=CC=C(C=C3)S(=O)(=O)N)C(F)(F)F. Drug 2: CS(=O)(=O)CCNCC1=CC=C(O1)C2=CC3=C(C=C2)N=CN=C3NC4=CC(=C(C=C4)OCC5=CC(=CC=C5)F)Cl. Cell line: HS 578T. Synergy scores: CSS=-5.30, Synergy_ZIP=-0.915, Synergy_Bliss=-4.90, Synergy_Loewe=-6.99, Synergy_HSA=-6.72. (7) Drug 1: CC1CCC2CC(C(=CC=CC=CC(CC(C(=O)C(C(C(=CC(C(=O)CC(OC(=O)C3CCCCN3C(=O)C(=O)C1(O2)O)C(C)CC4CCC(C(C4)OC)O)C)C)O)OC)C)C)C)OC. Drug 2: CC1=C(C(=CC=C1)Cl)NC(=O)C2=CN=C(S2)NC3=CC(=NC(=N3)C)N4CCN(CC4)CCO. Cell line: PC-3. Synergy scores: CSS=16.4, Synergy_ZIP=-2.73, Synergy_Bliss=4.38, Synergy_Loewe=2.79, Synergy_HSA=4.66. (8) Drug 1: C1CCC(C1)C(CC#N)N2C=C(C=N2)C3=C4C=CNC4=NC=N3. Drug 2: N.N.Cl[Pt+2]Cl. Cell line: OVCAR-8. Synergy scores: CSS=-0.423, Synergy_ZIP=1.93, Synergy_Bliss=1.58, Synergy_Loewe=-0.935, Synergy_HSA=-0.391. (9) Drug 1: C1C(C(OC1N2C=C(C(=O)NC2=O)F)CO)O. Drug 2: C1=CN(C=N1)CC(O)(P(=O)(O)O)P(=O)(O)O. Cell line: UACC-257. Synergy scores: CSS=4.25, Synergy_ZIP=2.17, Synergy_Bliss=3.18, Synergy_Loewe=3.78, Synergy_HSA=2.16. (10) Cell line: U251. Drug 2: COC1=C2C(=CC3=C1OC=C3)C=CC(=O)O2. Synergy scores: CSS=-0.0410, Synergy_ZIP=7.48, Synergy_Bliss=13.1, Synergy_Loewe=3.16, Synergy_HSA=3.86. Drug 1: CN(C)C1=NC(=NC(=N1)N(C)C)N(C)C.